This data is from Reaction yield outcomes from USPTO patents with 853,638 reactions. The task is: Predict the reaction yield, written as a fraction of the theoretical maximum amount of product (1.0 means a 100% yield; for example, 0.34 means a 34% yield). (1) The reactants are [CH3:1][N:2]([CH3:11])[C:3]1[CH:10]=[CH:9][C:6]([CH:7]=[O:8])=[CH:5][CH:4]=1.O[C:13]1[CH:18]=[CH:17][CH:16]=[CH:15][C:14]=1[C:19](=[O:21])[CH3:20].Cl.C([OH:25])C. The catalyst is [OH-].[Na+]. The product is [CH3:1][N:2]([CH3:11])[C:3]1[CH:10]=[CH:9][C:6]([C:7]2[O:8][C:15]3[C:14]([C:19](=[O:21])[C:20]=2[OH:25])=[CH:13][CH:18]=[CH:17][CH:16]=3)=[CH:5][CH:4]=1. The yield is 0.410. (2) The reactants are C(OC(=O)[NH:7][C@@H:8]1[C:14](=[O:15])[N:13]([CH3:16])[C:12]2[CH:17]=[CH:18][CH:19]=[CH:20][C:11]=2[N:10]([S:21]([CH3:24])(=[O:23])=[O:22])[CH2:9]1)(C)(C)C.[ClH:26]. The catalyst is O1CCOCC1. The product is [ClH:26].[NH2:7][C@@H:8]1[C:14](=[O:15])[N:13]([CH3:16])[C:12]2[CH:17]=[CH:18][CH:19]=[CH:20][C:11]=2[N:10]([S:21]([CH3:24])(=[O:23])=[O:22])[CH2:9]1. The yield is 1.00. (3) The reactants are [Cl:1][C:2]1[N:7]=[CH:6][C:5]([C:8]([OH:10])=O)=[C:4]([C:11]([F:14])([F:13])[F:12])[CH:3]=1.[C:15]([NH2:19])([CH3:18])([CH3:17])[CH3:16].CCN(C(C)C)C(C)C.CN(C(ON1N=NC2C=CC=NC1=2)=[N+](C)C)C.F[P-](F)(F)(F)(F)F. The catalyst is C(Cl)Cl. The product is [C:15]([NH:19][C:8]([C:5]1[CH:6]=[N:7][C:2]([Cl:1])=[CH:3][C:4]=1[C:11]([F:14])([F:13])[F:12])=[O:10])([CH3:18])([CH3:17])[CH3:16]. The yield is 0.710. (4) The reactants are [F:1][C:2]1[CH:7]=[CH:6][CH:5]=[CH:4][C:3]=1[C:8]1[NH:9][C:10](=O)[C:11]2[CH:16]=[CH:15][S:14][C:12]=2[N:13]=1.S(Cl)([Cl:20])=O.CN(C)C=O. The catalyst is C(Cl)(Cl)Cl. The product is [Cl:20][C:10]1[C:11]2[CH:16]=[CH:15][S:14][C:12]=2[N:13]=[C:8]([C:3]2[CH:4]=[CH:5][CH:6]=[CH:7][C:2]=2[F:1])[N:9]=1. The yield is 0.450. (5) The reactants are [CH3:1][C:2]1[C:6]([CH3:7])=[C:5]([NH:8][C:9](=[O:16])OCC(Cl)(Cl)Cl)[O:4][N:3]=1.Cl.Cl.[C:19]1([C:25]2[CH:26]=[C:27]([N:31]3[CH2:36][CH2:35][NH:34][CH2:33][CH2:32]3)[CH:28]=[N:29][CH:30]=2)[CH:24]=[CH:23][CH:22]=[CH:21][CH:20]=1. No catalyst specified. The product is [CH3:1][C:2]1[C:6]([CH3:7])=[C:5]([NH:8][C:9]([N:34]2[CH2:35][CH2:36][N:31]([C:27]3[CH:28]=[N:29][CH:30]=[C:25]([C:19]4[CH:24]=[CH:23][CH:22]=[CH:21][CH:20]=4)[CH:26]=3)[CH2:32][CH2:33]2)=[O:16])[O:4][N:3]=1. The yield is 0.490. (6) The reactants are [ClH:1].[NH2:2][C@H:3]([C:8]([OH:10])=[O:9])[CH2:4][CH2:5][CH2:6][NH2:7].[CH3:11]O. No catalyst specified. The product is [ClH:1].[CH3:11][O:9][C:8](=[O:10])[C@H:3]([CH2:4][CH2:5][CH2:6][NH2:7])[NH2:2]. The yield is 0.970. (7) The reactants are [CH3:1][C:2]1[O:6][C:5]([C:7]2[CH:12]=[CH:11][CH:10]=[CH:9][CH:8]=2)=[N:4][C:3]=1[CH2:13][O:14][C:15]1[CH:16]=[C:17]([CH2:21][O:22][C:23]2[CH:24]=[C:25]([CH2:29][C:30]([O:32]C)=[O:31])[CH:26]=[CH:27][CH:28]=2)[CH:18]=[N:19][CH:20]=1.O1CCCC1.[OH-].[Na+]. The catalyst is CO. The product is [CH3:1][C:2]1[O:6][C:5]([C:7]2[CH:8]=[CH:9][CH:10]=[CH:11][CH:12]=2)=[N:4][C:3]=1[CH2:13][O:14][C:15]1[CH:16]=[C:17]([CH2:21][O:22][C:23]2[CH:24]=[C:25]([CH2:29][C:30]([OH:32])=[O:31])[CH:26]=[CH:27][CH:28]=2)[CH:18]=[N:19][CH:20]=1. The yield is 0.950. (8) The reactants are Cl[C:2]1[S:6][C:5]([C:7]([N:9]([CH2:12][CH3:13])[CH2:10][CH3:11])=[O:8])=[C:4]2[CH:14]=[CH:15][CH:16]=[CH:17][C:3]=12.[F:18][C:19]([F:37])([F:36])[CH:20]([NH:31][C:32](=[O:35])[CH:33]=[CH2:34])[C:21]1[CH:26]=[CH:25][CH:24]=[C:23]([C:27]([F:30])([F:29])[F:28])[CH:22]=1.N#N. The catalyst is [Cl-].C([N+](CCCC)(CCCC)CCCC)CCC.O1CCOCC1.O.C([O-])(=O)C.[Pd+2].C([O-])(=O)C. The product is [CH2:10]([N:9]([CH2:12][CH3:13])[C:7]([C:5]1[S:6][C:2](/[CH:34]=[CH:33]/[C:32](=[O:35])[NH:31][CH:20]([C:21]2[CH:26]=[CH:25][CH:24]=[C:23]([C:27]([F:28])([F:29])[F:30])[CH:22]=2)[C:19]([F:36])([F:37])[F:18])=[C:3]2[CH:17]=[CH:16][CH:15]=[CH:14][C:4]=12)=[O:8])[CH3:11]. The yield is 0.210. (9) The reactants are [NH2:1]/[C:2](=[N:16]\[OH:17])/[CH:3]1[CH2:8][CH2:7][CH2:6][CH2:5][N:4]1[C:9]([O:11][C:12]([CH3:15])([CH3:14])[CH3:13])=[O:10].[CH3:18][CH2:19]N(C(C)C)C(C)C.C(Cl)(=O)C. The catalyst is C(#N)C. The product is [CH3:18][C:19]1[O:17][N:16]=[C:2]([CH:3]2[CH2:8][CH2:7][CH2:6][CH2:5][N:4]2[C:9]([O:11][C:12]([CH3:14])([CH3:13])[CH3:15])=[O:10])[N:1]=1. The yield is 0.330.